From a dataset of Catalyst prediction with 721,799 reactions and 888 catalyst types from USPTO. Predict which catalyst facilitates the given reaction. (1) Reactant: Br[C:2]1[CH:3]=[C:4]([NH2:11])[CH:5]=[C:6]([N+:8]([O-:10])=[O:9])[CH:7]=1.[O:12]1[CH:16]=[CH:15][C:14](B(O)O)=[CH:13]1.C(=O)([O-])[O-].[K+].[K+].Cl. Product: [O:12]1[CH:16]=[CH:15][C:14]([C:2]2[CH:3]=[C:4]([NH2:11])[CH:5]=[C:6]([N+:8]([O-:10])=[O:9])[CH:7]=2)=[CH:13]1. The catalyst class is: 70. (2) Reactant: [C:1]([O:5][C:6]([N:8]1[CH2:13][CH2:12][C:11]2[CH:14]=[C:15]([C:18]([OH:20])=[O:19])[N:16]([CH3:17])[C:10]=2[CH2:9]1)=[O:7])([CH3:4])([CH3:3])[CH3:2].[CH:21]1(N=C=NC2CCCCC2)CCCCC1.[OH:36][C:37]1[C:45]2[N:44]=N[NH:42][C:41]=2[CH:40]=[CH:39][CH:38]=1.[C:46]1([NH2:53])[CH:51]=[CH:50][CH:49]=[CH:48][C:47]=1[NH2:52].CN([CH:57]=[O:58])C. Product: [NH2:42][C:41]1[CH:40]=[CH:39][CH:38]=[CH:37][C:45]=1[NH:44][C:18]([C:15]1[N:16]([CH3:17])[C:10]2[CH2:9][NH:8][CH2:13][CH2:12][C:11]=2[CH:14]=1)=[O:20].[C:1]([O:5][C:6]([N:8]1[CH2:13][CH2:12][C:11]2[CH:14]=[C:15]([C:18](=[O:19])[NH:52][C:47]3[CH:48]=[CH:49][CH:50]=[CH:51][C:46]=3[NH:53][C:57]([O:36][C:37]([CH3:45])([CH3:21])[CH3:38])=[O:58])[N:16]([CH3:17])[C:10]=2[CH2:9]1)=[O:7])([CH3:3])([CH3:4])[CH3:2]. The catalyst class is: 6. (3) Reactant: [Br:1][C:2]1[CH:7]=[CH:6][CH:5]=[C:4]([CH2:8]Br)[N:3]=1.Cl.[CH3:11][P:12]1(=[O:18])[CH2:17][CH2:16][NH:15][CH2:14][CH2:13]1.CCN(C(C)C)C(C)C. Product: [Br:1][C:2]1[N:3]=[C:4]([CH2:8][N:15]2[CH2:16][CH2:17][P:12](=[O:18])([CH3:11])[CH2:13][CH2:14]2)[CH:5]=[CH:6][CH:7]=1. The catalyst class is: 3. (4) Reactant: [CH:1]1([N:7]([CH3:32])[S:8]([CH2:11][CH2:12][NH:13][CH2:14][C:15]2[CH:20]=[C:19]([C:21](=[O:28])[C:22]3[CH:27]=[CH:26][CH:25]=[CH:24][CH:23]=3)[CH:18]=[CH:17][C:16]=2[N+:29]([O-])=O)(=[O:10])=[O:9])[CH2:6][CH2:5][CH2:4][CH2:3][CH2:2]1.S1C=CC=C1. Product: [CH:1]1([N:7]([CH3:32])[S:8]([CH2:11][CH2:12][NH:13][CH2:14][C:15]2[CH:20]=[C:19]([C:21](=[O:28])[C:22]3[CH:27]=[CH:26][CH:25]=[CH:24][CH:23]=3)[CH:18]=[CH:17][C:16]=2[NH2:29])(=[O:10])=[O:9])[CH2:2][CH2:3][CH2:4][CH2:5][CH2:6]1. The catalyst class is: 19. (5) Reactant: [CH3:1][C:2]1([CH3:26])[N:11]([NH:12]C(=O)C)[C:10](=[O:16])[C:9]2[S:8][C:7]3[CH:17]=[C:18]([O:21][C:22]([F:25])([F:24])[F:23])[CH:19]=[CH:20][C:6]=3[NH:5][C:4]=2[CH2:3]1.Cl. Product: [NH2:12][N:11]1[C:2]([CH3:1])([CH3:26])[CH2:3][C:4]2[NH:5][C:6]3[CH:20]=[CH:19][C:18]([O:21][C:22]([F:25])([F:24])[F:23])=[CH:17][C:7]=3[S:8][C:9]=2[C:10]1=[O:16]. The catalyst class is: 5.